Dataset: CYP2C19 inhibition data for predicting drug metabolism from PubChem BioAssay. Task: Regression/Classification. Given a drug SMILES string, predict its absorption, distribution, metabolism, or excretion properties. Task type varies by dataset: regression for continuous measurements (e.g., permeability, clearance, half-life) or binary classification for categorical outcomes (e.g., BBB penetration, CYP inhibition). Dataset: cyp2c19_veith. (1) The compound is O=C(NCc1ccco1)c1ccc(N2CCCC2=O)cc1. The result is 0 (non-inhibitor). (2) The drug is CCCCNc1ccc(C(=O)OCCOCCOCCOCCOCCOCCOCCOCCOCCOC)cc1. The result is 0 (non-inhibitor).